Task: Predict the product of the given reaction.. Dataset: Forward reaction prediction with 1.9M reactions from USPTO patents (1976-2016) (1) Given the reactants [F-:1].[Cs+].S([O:8][CH3:9])(OC)(=O)=O.FC1(F)[C:16]([F:18])([F:17])[C:15]([F:20])([F:19])[C:14]([F:22])([F:21])[C:13]([F:24])([F:23])C1=O, predict the reaction product. The product is: [C:16]([O:8][CH3:9])([C:15]([C:14]([C:13]([F:23])([F:24])[F:1])([F:21])[F:22])([F:19])[F:20])([F:17])[F:18]. (2) The product is: [CH3:6][N:7]1[C:11]([CH2:12][CH2:13][C:14]2[CH:19]=[CH:18][C:17]([C:20]([F:23])([F:22])[F:21])=[CH:16][CH:15]=2)=[C:10]([C:24]2[O:28][N:27]=[C:26]([C:29]3[CH:34]=[CH:33][C:32]([S:35]([OH:38])(=[O:37])=[O:36])=[CH:31][CH:30]=3)[N:25]=2)[CH:9]=[N:8]1. Given the reactants C(O)(=O)C.Br.[CH3:6][N:7]1[C:11]([CH2:12][CH2:13][C:14]2[CH:19]=[CH:18][C:17]([C:20]([F:23])([F:22])[F:21])=[CH:16][CH:15]=2)=[C:10]([C:24]2[O:28][N:27]=[C:26]([C:29]3[CH:34]=[CH:33][C:32]([S:35]([O:38]CC(C)(C)C)(=[O:37])=[O:36])=[CH:31][CH:30]=3)[N:25]=2)[CH:9]=[N:8]1, predict the reaction product. (3) Given the reactants [C:1]([CH:5]1[CH2:10][CH2:9][CH:8]([N:11]([CH2:22][C:23]2[CH:31]=[CH:30][C:26]([C:27](O)=[O:28])=[CH:25][CH:24]=2)[C:12]2[N:16]([CH3:17])[C:15]3[CH:18]=[CH:19][CH:20]=[CH:21][C:14]=3[N:13]=2)[CH2:7][CH2:6]1)([CH3:4])([CH3:3])[CH3:2].[CH3:32][O:33][C:34](=[O:39])[CH:35]([OH:38])[CH2:36][NH2:37].C1C=CC2N(O)N=NC=2C=1.C(Cl)CCl.CCN(C(C)C)C(C)C, predict the reaction product. The product is: [C:1]([CH:5]1[CH2:6][CH2:7][CH:8]([N:11]([CH2:22][C:23]2[CH:24]=[CH:25][C:26]([C:27]([NH:37][CH2:36][C@@H:35]([OH:38])[C:34]([O:33][CH3:32])=[O:39])=[O:28])=[CH:30][CH:31]=2)[C:12]2[N:16]([CH3:17])[C:15]3[CH:18]=[CH:19][CH:20]=[CH:21][C:14]=3[N:13]=2)[CH2:9][CH2:10]1)([CH3:4])([CH3:2])[CH3:3].